This data is from Peptide-MHC class II binding affinity with 134,281 pairs from IEDB. The task is: Regression. Given a peptide amino acid sequence and an MHC pseudo amino acid sequence, predict their binding affinity value. This is MHC class II binding data. (1) The peptide sequence is AGKATTEEQKLIEKI. The MHC is DRB1_0802 with pseudo-sequence DRB1_0802. The binding affinity (normalized) is 0.344. (2) The peptide sequence is IDPLIVSTSTLKTFF. The MHC is DRB1_0101 with pseudo-sequence DRB1_0101. The binding affinity (normalized) is 0.559.